This data is from Rat liver microsome stability data. The task is: Regression/Classification. Given a drug SMILES string, predict its absorption, distribution, metabolism, or excretion properties. Task type varies by dataset: regression for continuous measurements (e.g., permeability, clearance, half-life) or binary classification for categorical outcomes (e.g., BBB penetration, CYP inhibition). Dataset: rlm. (1) The molecule is C=C(C)[C@@H]1CC[C@]2(NCCN3CC4(C3)CN(S(C)(=O)=O)C4)CC[C@]3(C)[C@H](CC[C@@H]4[C@@]5(C)CC=C(c6ccc(C(=O)O)cc6)C(C)(C)[C@@H]5CC[C@]43C)[C@@H]12. The result is 0 (unstable in rat liver microsomes). (2) The drug is CC(C)c1c(-c2ccccc2)nc2c(C#N)cnn2c1O. The result is 0 (unstable in rat liver microsomes). (3) The drug is Cc1cc(C)c(NC(=O)Nc2cc3ccccc3cc2C(=O)N[C@H](C(=O)O)C2CCCCC2)c(C)c1. The result is 1 (stable in rat liver microsomes). (4) The molecule is CCS(=O)(=O)c1cc(F)cc(Oc2cccc(-n3c(C)nc4c(C(F)(F)F)cccc43)c2)c1. The result is 1 (stable in rat liver microsomes).